The task is: Predict the product of the given reaction.. This data is from Forward reaction prediction with 1.9M reactions from USPTO patents (1976-2016). (1) Given the reactants [Cl:1][C:2]1[N:9]=[C:8](Cl)[CH:7]=[C:6]([C:11]2[CH:16]=[CH:15][C:14]([O:17][C:18]3[CH:23]=[CH:22][CH:21]=[CH:20][CH:19]=3)=[CH:13][CH:12]=2)[C:3]=1[C:4]#[N:5].[C:24]1([OH:30])[CH:29]=[CH:28][CH:27]=[CH:26][CH:25]=1.C(=O)([O-])[O-].[Cs+].[Cs+], predict the reaction product. The product is: [Cl:1][C:2]1[N:9]=[C:8]([O:30][C:24]2[CH:29]=[CH:28][CH:27]=[CH:26][CH:25]=2)[CH:7]=[C:6]([C:11]2[CH:12]=[CH:13][C:14]([O:17][C:18]3[CH:23]=[CH:22][CH:21]=[CH:20][CH:19]=3)=[CH:15][CH:16]=2)[C:3]=1[C:4]#[N:5]. (2) Given the reactants [O:1]1[C:5]2[CH:6]=[CH:7][CH:8]=[CH:9][C:4]=2[N:3]=[C:2]1[C:10]1[CH:11]=[CH:12][C:13]([NH:17][CH:18]2[CH2:23][CH2:22][O:21][CH2:20][CH2:19]2)=[C:14]([CH:16]=1)[NH2:15].C(O[C:27](=N)[CH2:28][C:29](OCC)=O)C.C(=O)([O-])O.[Na+].[CH2:40]([OH:42])[CH3:41], predict the reaction product. The product is: [O:1]1[C:5]2[CH:6]=[CH:7][CH:8]=[CH:9][C:4]=2[N:3]=[C:2]1[C:10]1[CH:11]=[CH:12][C:13]2[N:17]([CH:18]3[CH2:23][CH2:22][O:21][CH2:20][CH2:19]3)[C:41]([C:40](=[O:42])[CH2:27][CH2:28][CH3:29])=[N:15][C:14]=2[CH:16]=1. (3) Given the reactants [Br:1][C:2]1[CH:7]=[CH:6][C:5]([C@H:8]([CH3:12])[C:9]([OH:11])=[O:10])=[CH:4][CH:3]=1.[CH3:13][C@@H:14]([NH2:21])[C:15]1[CH:20]=[CH:19][CH:18]=[CH:17][CH:16]=1, predict the reaction product. The product is: [Br:1][C:2]1[CH:3]=[CH:4][C:5]([C@H:8]([CH3:12])[C:9]([O-:11])=[O:10])=[CH:6][CH:7]=1.[C:15]1([C@H:14]([NH3+:21])[CH3:13])[CH:20]=[CH:19][CH:18]=[CH:17][CH:16]=1. (4) The product is: [Br:17][C:18]1[CH:19]=[C:20]([NH:21][C:2]2[C:7]3[N:8]=[CH:9][N:10]([CH3:11])[C:6]=3[C:5]([C:12]([O:14][CH2:15][CH3:16])=[O:13])=[CH:4][N:3]=2)[CH:22]=[CH:23][CH:24]=1. Given the reactants Cl[C:2]1[C:7]2[N:8]=[CH:9][N:10]([CH3:11])[C:6]=2[C:5]([C:12]([O:14][CH2:15][CH3:16])=[O:13])=[CH:4][N:3]=1.[Br:17][C:18]1[CH:19]=[C:20]([CH:22]=[CH:23][CH:24]=1)[NH2:21].CS(O)(=O)=O, predict the reaction product. (5) Given the reactants [Si:1]([N:8]1[C:16]2[C:11](=[CH:12][C:13]([F:17])=[CH:14][CH:15]=2)[CH:10]=[CH:9]1)([C:4]([CH3:7])([CH3:6])[CH3:5])([CH3:3])[CH3:2].CN(CCN(C)C)C.[Li]C(CC)C.[B:31](OC(C)C)([O:36]C(C)C)[O:32]C(C)C, predict the reaction product. The product is: [Si:1]([N:8]1[C:16]2[C:11](=[C:12]([B:31]([OH:36])[OH:32])[C:13]([F:17])=[CH:14][CH:15]=2)[CH:10]=[CH:9]1)([C:4]([CH3:7])([CH3:6])[CH3:5])([CH3:3])[CH3:2]. (6) Given the reactants [CH3:1][O:2][C:3]1[CH:4]=[C:5]2[C:10](=[CH:11][C:12]=1[O:13][CH3:14])[CH:9]=[N:8][C:7]([C:15]([OH:17])=O)=[CH:6]2.CN(C(ON1N=NC2C=CC=CC1=2)=[N+](C)C)C.F[P-](F)(F)(F)(F)F.CCN(C(C)C)C(C)C.[CH2:51]([O:53][C:54]([C:56]1[C:64]2[N:63]=[C:62]([NH2:65])[NH:61][C:60]=2[CH:59]=[C:58]([O:66][CH2:67][CH3:68])[CH:57]=1)=[O:55])[CH3:52], predict the reaction product. The product is: [CH2:51]([O:53][C:54]([C:56]1[C:64]2[N:63]=[C:62]([NH:65][C:15]([C:7]3[N:8]=[CH:9][C:10]4[C:5]([CH:6]=3)=[CH:4][C:3]([O:2][CH3:1])=[C:12]([O:13][CH3:14])[CH:11]=4)=[O:17])[NH:61][C:60]=2[CH:59]=[C:58]([O:66][CH2:67][CH3:68])[CH:57]=1)=[O:55])[CH3:52]. (7) The product is: [N:19]([CH2:22][C@@H:23]([NH:24][C:16]([C:12]1[S:13][CH:14]=[CH:15][C:11]=1[NH:10][C:9]1[CH:8]=[CH:7][N:6]=[C:5]2[NH:1][CH:2]=[CH:3][C:4]=12)=[O:18])[C:25]1[CH:26]=[CH:27][CH:28]=[CH:29][CH:30]=1)=[N+:20]=[N-:21]. Given the reactants [NH:1]1[C:5]2=[N:6][CH:7]=[CH:8][C:9]([NH:10][C:11]3[CH:15]=[CH:14][S:13][C:12]=3[C:16]([OH:18])=O)=[C:4]2[CH:3]=[CH:2]1.[N:19]([CH2:22][C@H:23]([C:25]1[CH:30]=[CH:29][CH:28]=[CH:27][CH:26]=1)[NH2:24])=[N+:20]=[N-:21].CCN(C(C)C)C(C)C.O, predict the reaction product. (8) Given the reactants [Si:1]([O:8][C:9]1[CH:16]=[CH:15][C:12]([CH:13]=[O:14])=[C:11]([Cl:17])[CH:10]=1)([C:4]([CH3:7])([CH3:6])[CH3:5])([CH3:3])[CH3:2].[BH4-].[Na+], predict the reaction product. The product is: [Si:1]([O:8][C:9]1[CH:16]=[CH:15][C:12]([CH2:13][OH:14])=[C:11]([Cl:17])[CH:10]=1)([C:4]([CH3:7])([CH3:6])[CH3:5])([CH3:3])[CH3:2].